This data is from Reaction yield outcomes from USPTO patents with 853,638 reactions. The task is: Predict the reaction yield, written as a fraction of the theoretical maximum amount of product (1.0 means a 100% yield; for example, 0.34 means a 34% yield). (1) No catalyst specified. The product is [ClH:39].[F:32][C:4]1[CH:5]=[C:6]([S:9]([N:12]2[CH:13]=[C:14]([CH2:23][NH:24][CH3:25])[CH:15]=[C:16]2[C:17]2[CH:18]=[CH:19][CH:20]=[CH:21][CH:22]=2)(=[O:11])=[O:10])[CH:7]=[CH:8][C:3]=1[C:1]#[N:2]. The reactants are [C:1]([C:3]1[CH:8]=[CH:7][C:6]([S:9]([N:12]2[C:16]([C:17]3[CH:22]=[CH:21][CH:20]=[CH:19][CH:18]=3)=[CH:15][C:14]([CH2:23][NH:24][C:25](=O)OC(C)(C)C)=[CH:13]2)(=[O:11])=[O:10])=[CH:5][C:4]=1[F:32])#[N:2].C(OCC)(=O)C.[ClH:39]. The yield is 0.140. (2) The reactants are [Br-].[C:2]([C:6]1[CH:11]=[CH:10][C:9]([S+:12]2[C:16]3[CH:17]=[CH:18][CH:19]=[CH:20][C:15]=3[C:14]3[CH:21]=[CH:22][CH:23]=[CH:24][C:13]2=3)=[CH:8][CH:7]=1)([CH3:5])([CH3:4])[CH3:3].[CH2:25]1[CH2:30][CH2:29][CH:28]([NH:31][S:32]([OH:35])(=[O:34])=[O:33])[CH2:27][CH2:26]1. The catalyst is CO.[Ag]=O. The product is [CH:28]1([NH:31][S:32](=[O:33])(=[O:34])[O-:35])[CH2:27][CH2:26][CH2:25][CH2:30][CH2:29]1.[C:2]([C:6]1[CH:11]=[CH:10][C:9]([S+:12]2[C:13]3[CH:24]=[CH:23][CH:22]=[CH:21][C:14]=3[C:15]3[CH:20]=[CH:19][CH:18]=[CH:17][C:16]2=3)=[CH:8][CH:7]=1)([CH3:5])([CH3:3])[CH3:4]. The yield is 0.800. (3) The reactants are [C:1]([O:4][C:5]1[C:10]([CH:11]([CH3:13])[CH3:12])=[CH:9][C:8]([OH:14])=[CH:7][C:6]=1[CH:15]([CH3:17])[CH3:16])(=[O:3])[CH3:2].Cl[CH2:19][C:20]([CH3:22])=[CH2:21].C(O)(=O)C. The catalyst is ClCCl.[Cl-].[Zn+2].[Cl-]. The product is [C:1]([O:4][C:5]1[C:10]([CH:11]([CH3:13])[CH3:12])=[CH:9][C:8]2[O:14][C:20]([CH3:22])([CH3:21])[CH2:19][C:7]=2[C:6]=1[CH:15]([CH3:17])[CH3:16])(=[O:3])[CH3:2]. The yield is 0.880. (4) The reactants are C[O:2][C:3](=[O:27])[C:4]1[C:9]([O:10]C(=O)C)=[C:8]([O:14][CH2:15][C:16]2[CH:21]=[CH:20][CH:19]=[CH:18][CH:17]=2)[C:7]([CH2:22][O:23]C(=O)C)=[N:6][CH:5]=1.[OH-].[Na+].C(OCC)C.Cl. The catalyst is CO. The product is [CH2:15]([O:14][C:8]1[C:7]([CH2:22][OH:23])=[N:6][CH:5]=[C:4]([C:9]=1[OH:10])[C:3]([OH:27])=[O:2])[C:16]1[CH:17]=[CH:18][CH:19]=[CH:20][CH:21]=1. The yield is 0.680. (5) The reactants are [CH2:1]([O:3][C:4]1[CH:5]=[CH:6][C:7]([F:13])=[C:8](B(O)O)[CH:9]=1)[CH3:2].Br[C:15]1[C:20]([CH2:21][CH3:22])=[CH:19][N:18]=[C:17]([C@H:23]2[CH2:27][CH2:26][C@@:25]3([CH2:31][CH2:30][N:29]([CH3:32])[C:28]3=[O:33])[NH:24]2)[CH:16]=1.C(=O)([O-])[O-].[Na+].[Na+]. The catalyst is CC#N.O.C1(C=CC=CC=1)[P](C1C=CC=CC=1)(C1C=CC=CC=1)[Pd][P](C1C=CC=CC=1)(C1C=CC=CC=1)C1C=CC=CC=1. The product is [CH2:1]([O:3][C:4]1[CH:5]=[CH:6][C:7]([F:13])=[C:8]([C:15]2[C:20]([CH2:21][CH3:22])=[CH:19][N:18]=[C:17]([C@H:23]3[CH2:27][CH2:26][C@@:25]4([CH2:31][CH2:30][N:29]([CH3:32])[C:28]4=[O:33])[NH:24]3)[CH:16]=2)[CH:9]=1)[CH3:2]. The yield is 0.744. (6) The reactants are [CH:1]([O:4][C:5]1[C:10]([C:11]([NH2:13])=[O:12])=[C:9]([CH3:14])[N:8]=[C:7]([O:15][CH:16]([CH3:18])[CH3:17])[CH:6]=1)([CH3:3])[CH3:2].[Li]CCCC.[CH2:24]([O:31][C:32]1[C:39]([CH3:40])=[CH:38][C:35]([C:36]#N)=[CH:34][C:33]=1[CH3:41])[C:25]1[CH:30]=[CH:29][CH:28]=[CH:27][CH:26]=1.O. The catalyst is C1COCC1.C(OCC)(=O)C.C(O)(=O)C. The product is [CH2:24]([O:31][C:32]1[C:33]([CH3:41])=[CH:34][C:35]([C:36]2[NH:13][C:11](=[O:12])[C:10]3[C:5]([O:4][CH:1]([CH3:3])[CH3:2])=[CH:6][C:7]([O:15][CH:16]([CH3:18])[CH3:17])=[N:8][C:9]=3[CH:14]=2)=[CH:38][C:39]=1[CH3:40])[C:25]1[CH:26]=[CH:27][CH:28]=[CH:29][CH:30]=1. The yield is 0.179. (7) The reactants are [C@@H:1]1([N:10]2C=CC(N)=NC2=O)[O:9][C@H:6]([CH2:7]O)[C@@H:4](O)[C@H:2]1O.[C:18](OC(=O)C1C=CC=CC=1)(=O)[C:19]1C=CC=CC=1. The catalyst is CN(C=O)C. The product is [C:1]([NH2:10])(=[O:9])[C:2]1[CH:4]=[CH:6][CH:7]=[CH:19][CH:18]=1. The yield is 0.983.